Dataset: Forward reaction prediction with 1.9M reactions from USPTO patents (1976-2016). Task: Predict the product of the given reaction. (1) Given the reactants C1OC2C(=CSC=2)[O:3]C1CO.[CH:12]1([N:18]=[C:19]=[N:20][CH:21]2[CH2:26][CH2:25][CH2:24][CH2:23][CH2:22]2)[CH2:17][CH2:16][CH2:15][CH2:14][CH2:13]1.C(C1C=CC(C2C=CC(OCC(O)=O)=CC=2)=CC=1)#N, predict the reaction product. The product is: [CH:21]1([NH:20][C:19]([NH:18][CH:12]2[CH2:13][CH2:14][CH2:15][CH2:16][CH2:17]2)=[O:3])[CH2:26][CH2:25][CH2:24][CH2:23][CH2:22]1. (2) The product is: [C:35]([C:37]1[CH:42]=[CH:41][C:40]([C:2]2[CH:7]=[C:6]([C:8]([F:11])([F:10])[F:9])[CH:5]=[C:4]([C@H:12]([O:14][CH2:15][C:16]3([C:29]4[CH:30]=[CH:31][CH:32]=[CH:33][CH:34]=4)[CH2:17][CH2:18][N:19]([C:22]([O:24][C:25]([CH3:27])([CH3:28])[CH3:26])=[O:23])[CH2:20][CH2:21]3)[CH3:13])[CH:3]=2)=[CH:39][CH:38]=1)#[N:36]. Given the reactants Br[C:2]1[CH:3]=[C:4]([C@H:12]([O:14][CH2:15][C:16]2([C:29]3[CH:34]=[CH:33][CH:32]=[CH:31][CH:30]=3)[CH2:21][CH2:20][N:19]([C:22]([O:24][C:25]([CH3:28])([CH3:27])[CH3:26])=[O:23])[CH2:18][CH2:17]2)[CH3:13])[CH:5]=[C:6]([C:8]([F:11])([F:10])[F:9])[CH:7]=1.[C:35]([C:37]1[CH:42]=[CH:41][C:40](B(O)O)=[CH:39][CH:38]=1)#[N:36].CO, predict the reaction product. (3) Given the reactants C1(C)C=CC=CC=1P(C1C=CC=CC=1C)C1C=CC=CC=1C.[C:23]([O:27][CH3:28])(=[O:26])[CH:24]=[CH2:25].C(N(CC)CC)C.Br[C:37]1[CH:38]=[C:39]([CH2:43][C:44]([C:46]2[O:47][C:48]([C:51]3[CH:56]=[CH:55][CH:54]=[CH:53][CH:52]=3)=[CH:49][CH:50]=2)=[O:45])[CH:40]=[CH:41][CH:42]=1, predict the reaction product. The product is: [CH3:28][O:27][C:23](=[O:26])[CH:24]=[CH:25][C:41]1[CH:42]=[CH:37][CH:38]=[C:39]([CH2:43][C:44](=[O:45])[C:46]2[O:47][C:48]([C:51]3[CH:56]=[CH:55][CH:54]=[CH:53][CH:52]=3)=[CH:49][CH:50]=2)[CH:40]=1. (4) Given the reactants [NH2:1][C:2]([NH2:4])=[O:3].[CH2:5]([O:12][C:13](=[O:31])[CH2:14][C:15]1[CH:16]=[N:17][CH:18]=[C:19]([C:21]2[CH:22]=[N:23][C:24]3N[CH2:26][CH2:27][CH2:28][C:29]=3[CH:30]=2)[CH:20]=1)[C:6]1C=CC=CC=1, predict the reaction product. The product is: [CH2:5]([O:12][C:13](=[O:31])[CH2:14][C:15]1[CH:16]=[N:17][CH:18]=[C:19]([C:21]2[CH:22]=[N:23][C:24]3[N:1]([C:2](=[O:3])[NH2:4])[CH2:26][CH2:27][CH2:28][C:29]=3[CH:30]=2)[CH:20]=1)[CH3:6].